From a dataset of Ames mutagenicity test results for genotoxicity prediction. Regression/Classification. Given a drug SMILES string, predict its toxicity properties. Task type varies by dataset: regression for continuous values (e.g., LD50, hERG inhibition percentage) or binary classification for toxic/non-toxic outcomes (e.g., AMES mutagenicity, cardiotoxicity, hepatotoxicity). Dataset: ames. (1) The molecule is O=Nc1ccc(-c2ccccc2)cc1. The result is 1 (mutagenic). (2) The molecule is NC(CSC(=O)NCCCl)C(=O)O. The result is 1 (mutagenic). (3) The compound is O=Cc1ccccc1[N+](=O)[O-]. The result is 1 (mutagenic). (4) The result is 1 (mutagenic). The compound is Cc1cc(N)cc([N+](=O)[O-])c1N. (5) The molecule is O=C(O)c1cc(O)c(O)c(O)c1. The result is 0 (non-mutagenic). (6) The drug is CCCC(=O)Nc1snc2ccccc12. The result is 0 (non-mutagenic). (7) The molecule is CCOC(=O)[C@@H]1O[C@]1(C)c1ccccc1. The result is 0 (non-mutagenic). (8) The compound is O=[N+]([O-])c1ccc2c3ccccc3c3c([N+](=O)[O-])ccc4ccc1c2c43. The result is 1 (mutagenic). (9) The result is 0 (non-mutagenic). The compound is CCC(CCCC(=O)O)COC(=O)c1ccccc1C(=O)O.